The task is: Predict the reaction yield, written as a fraction of the theoretical maximum amount of product (1.0 means a 100% yield; for example, 0.34 means a 34% yield).. This data is from Reaction yield outcomes from USPTO patents with 853,638 reactions. (1) The reactants are [Br-].[N+:2]([C:5]1[CH:10]=[CH:9][C:8]([C:11](=[O:38])[CH2:12][N+:13]23[CH2:20][CH2:19][CH:16]([CH2:17][CH2:18]2)[C@@H:15]([O:21][C:22](=[O:37])[C@@H:23]([C:31]2[CH:36]=[CH:35][CH:34]=[CH:33][CH:32]=2)[NH:24][C:25]2[CH:30]=[CH:29][CH:28]=[CH:27][CH:26]=2)[CH2:14]3)=[CH:7][CH:6]=1)([O-])=O. The catalyst is C1COCC1. The product is [CH:22]([O-:37])=[O:21].[NH2:2][C:5]1[CH:10]=[CH:9][C:8]([C:11](=[O:38])[CH2:12][N+:13]23[CH2:18][CH2:17][CH:16]([CH2:19][CH2:20]2)[C@@H:15]([O:21][C:22](=[O:37])[C@@H:23]([C:31]2[CH:32]=[CH:33][CH:34]=[CH:35][CH:36]=2)[NH:24][C:25]2[CH:26]=[CH:27][CH:28]=[CH:29][CH:30]=2)[CH2:14]3)=[CH:7][CH:6]=1. The yield is 0.370. (2) The product is [CH2:12]([N:19]1[CH2:23][CH2:24][C:9]([C:5]2[CH:4]=[N:3][CH:8]=[CH:7][CH:6]=2)([C:10]#[N:11])[CH2:21][CH2:20]1)[C:13]1[CH:18]=[CH:17][CH:16]=[CH:15][CH:14]=1. The reactants are [OH-].[K+].[N:3]1[CH:8]=[CH:7][CH:6]=[C:5]([CH2:9][C:10]#[N:11])[CH:4]=1.[CH2:12]([N:19]([CH2:23][CH2:24]Cl)[CH2:20][CH2:21]Cl)[C:13]1[CH:18]=[CH:17][CH:16]=[CH:15][CH:14]=1.C1OCCOCCOCCOCCOCCOC1. The yield is 0.820. The catalyst is C1(C)C=CC=CC=1. (3) The reactants are [C:1]([O:5][C:6]([N:8]1[C@@H:12]([CH2:13][C@H:14]2[CH2:19][CH2:18][CH2:17][O:16][CH2:15]2)[CH2:11][O:10]C1(C)C)=[O:7])([CH3:4])([CH3:3])[CH3:2]. The catalyst is CC(O)=O. The product is [OH:10][CH2:11][C@@H:12]([NH:8][C:6](=[O:7])[O:5][C:1]([CH3:3])([CH3:2])[CH3:4])[CH2:13][C@H:14]1[CH2:19][CH2:18][CH2:17][O:16][CH2:15]1. The yield is 0.795. (4) The reactants are [F:1][C:2]([F:26])([F:25])[C:3]([C:18]1[CH:19]=[C:20]([OH:24])[CH:21]=[CH:22][CH:23]=1)([O:8][CH2:9][C:10]1[CH:15]=[CH:14][C:13]([O:16][CH3:17])=[CH:12][CH:11]=1)[C:4]([F:7])([F:6])[F:5].Br[CH2:28][CH2:29][CH2:30][OH:31].C([O-])([O-])=O.[Cs+].[Cs+].[I-].[K+]. The catalyst is CC(C)=O. The product is [F:1][C:2]([F:25])([F:26])[C:3]([C:18]1[CH:19]=[C:20]([CH:21]=[CH:22][CH:23]=1)[O:24][CH2:28][CH2:29][CH2:30][OH:31])([O:8][CH2:9][C:10]1[CH:11]=[CH:12][C:13]([O:16][CH3:17])=[CH:14][CH:15]=1)[C:4]([F:6])([F:5])[F:7]. The yield is 0.840. (5) The reactants are [Cl:1][C:2]1[CH:7]=[CH:6][CH:5]=[CH:4][C:3]=1[CH2:8][C:9]([OH:11])=[O:10].[Li+].[CH3:13]C([N-]C(C)C)C.CCCCCCC.C(C1C=CC=CC=1)C.CI.Cl. The catalyst is C1COCC1.CN(P(N(C)C)(N(C)C)=O)C. The product is [Cl:1][C:2]1[CH:7]=[CH:6][CH:5]=[CH:4][C:3]=1[CH:8]([CH3:13])[C:9]([OH:11])=[O:10]. The yield is 0.860. (6) The yield is 0.820. The catalyst is C1COCC1. The reactants are [N:1]12[CH2:8][CH2:7][CH:4]([CH2:5][CH2:6]1)[CH:3]([OH:9])[CH2:2]2.[H-].[Na+].[Br:12][C:13]1[CH:18]=[CH:17][CH:16]=[CH:15][C:14]=1[N:19]=[C:20]=[O:21]. The product is [Br:12][C:13]1[CH:18]=[CH:17][CH:16]=[CH:15][C:14]=1[NH:19][C:20](=[O:21])[O:9][CH:3]1[CH:4]2[CH2:7][CH2:8][N:1]([CH2:6][CH2:5]2)[CH2:2]1.